Dataset: Full USPTO retrosynthesis dataset with 1.9M reactions from patents (1976-2016). Task: Predict the reactants needed to synthesize the given product. (1) Given the product [Br:1][C:2]1[CH:9]=[CH:8][C:5]([CH:6]=[C:13]([N+:10]([O-:12])=[O:11])[CH3:14])=[CH:4][CH:3]=1, predict the reactants needed to synthesize it. The reactants are: [Br:1][C:2]1[CH:9]=[CH:8][C:5]([CH:6]=O)=[CH:4][CH:3]=1.[N+:10]([CH2:13][CH3:14])([O-:12])=[O:11].C([O-])(=O)C.[NH4+].S(=O)(=O)(O)O. (2) Given the product [NH2:14][CH2:15][C:16]1[CH:21]=[CH:20][C:19]([Cl:22])=[CH:18][C:17]=1[CH2:23][NH:24][C:25]([C@@H:27]1[CH2:31][CH2:30][CH2:29][N:28]1[C:32]([C:34]1[NH:35][C:36](=[O:40])[CH:37]=[CH:38][CH:39]=1)=[O:33])=[O:26].[F:1][C:2]([F:7])([F:6])[C:3]([O-:5])=[O:4], predict the reactants needed to synthesize it. The reactants are: [F:1][C:2]([F:7])([F:6])[C:3]([OH:5])=[O:4].C(OC(=O)[NH:14][CH2:15][C:16]1[CH:21]=[CH:20][C:19]([Cl:22])=[CH:18][C:17]=1[CH2:23][NH:24][C:25]([C@@H:27]1[CH2:31][CH2:30][CH2:29][N:28]1[C:32]([C:34]1[NH:35][C:36](=[O:40])[CH:37]=[CH:38][CH:39]=1)=[O:33])=[O:26])(C)(C)C. (3) Given the product [F:1][C:2]1[CH:22]=[C:21]([S:23]([CH3:26])(=[O:25])=[O:24])[C:20]([F:27])=[CH:19][C:3]=1[CH2:4][N:5]1[CH2:9][CH2:8][N:7]([CH:10]2[CH2:15][CH2:14][N:13]([C:16]3[O:32][N:31]=[C:30]([C:29]([F:35])([F:34])[F:28])[N:17]=3)[CH2:12][CH2:11]2)[C:6]1=[O:18], predict the reactants needed to synthesize it. The reactants are: [F:1][C:2]1[CH:22]=[C:21]([S:23]([CH3:26])(=[O:25])=[O:24])[C:20]([F:27])=[CH:19][C:3]=1[CH2:4][N:5]1[CH2:9][CH2:8][N:7]([CH:10]2[CH2:15][CH2:14][N:13]([C:16]#[N:17])[CH2:12][CH2:11]2)[C:6]1=[O:18].[F:28][C:29]([F:35])([F:34])[C:30](N)=[N:31][OH:32].C([O-])(O)=O.[Na+]. (4) The reactants are: [C:1]([C:3]1[N:7]2[CH:8]=[C:9]([C:12]3[CH:17]=[CH:16][C:15]([C:18]([N:20]4[CH2:25][CH2:24][O:23][CH2:22][CH2:21]4)=[O:19])=[CH:14][CH:13]=3)[CH:10]=[CH:11][C:6]2=[N:5][CH:4]=1)#[CH:2].Br[C:27]1[CH:32]=[CH:31][N:30]=[CH:29][C:28]=1[CH3:33]. Given the product [CH3:33][C:28]1[CH:29]=[N:30][CH:31]=[CH:32][C:27]=1[C:2]#[C:1][C:3]1[N:7]2[CH:8]=[C:9]([C:12]3[CH:13]=[CH:14][C:15]([C:18]([N:20]4[CH2:21][CH2:22][O:23][CH2:24][CH2:25]4)=[O:19])=[CH:16][CH:17]=3)[CH:10]=[CH:11][C:6]2=[N:5][CH:4]=1, predict the reactants needed to synthesize it.